Dataset: Full USPTO retrosynthesis dataset with 1.9M reactions from patents (1976-2016). Task: Predict the reactants needed to synthesize the given product. Given the product [CH:4]([C:3]1[CH:6]=[CH:7][C:8]([CH3:10])=[CH:9][C:2]=1[O:1][CH2:18][C:19]#[N:20])=[O:5], predict the reactants needed to synthesize it. The reactants are: [OH:1][C:2]1[CH:9]=[C:8]([CH3:10])[CH:7]=[CH:6][C:3]=1[CH:4]=[O:5].C([O-])([O-])=O.[Cs+].[Cs+].Br[CH2:18][C:19]#[N:20].